This data is from Acute oral toxicity (LD50) regression data from Zhu et al.. The task is: Regression/Classification. Given a drug SMILES string, predict its toxicity properties. Task type varies by dataset: regression for continuous values (e.g., LD50, hERG inhibition percentage) or binary classification for toxic/non-toxic outcomes (e.g., AMES mutagenicity, cardiotoxicity, hepatotoxicity). Dataset: ld50_zhu. (1) The drug is Clc1ccc2c(c1)C(N1CCNCC1)=Nc1ccccc1O2. The rat oral LD50 is 3.00, given as -log10 of the dose in mol/kg body weight (higher means more acutely toxic). (2) The drug is CCCCCCCCCCCCN1CCN(CC(=O)NN=Cc2ccc([N+](=O)[O-])o2)CC1. The rat oral LD50 is 2.54, given as -log10 of the dose in mol/kg body weight (higher means more acutely toxic). (3) The compound is COC1CC(OC2C(C)C(=O)OC(C)C(C)C(O)C(C)C(=O)C3(CO3)CC(C)C(OC3OC(C)CC(N(C)C)C3O)C2C)OC(C)C1O. The rat oral LD50 is 2.01, given as -log10 of the dose in mol/kg body weight (higher means more acutely toxic). (4) The compound is FC1(F)CC(C2CC3(Cl)C(Cl)=C(Cl)C2(Cl)C3(Cl)Cl)C1(F)F. The rat oral LD50 is 2.89, given as -log10 of the dose in mol/kg body weight (higher means more acutely toxic). (5) The molecule is O=C(NCCO)c1ccccc1O. The rat oral LD50 is 1.62, given as -log10 of the dose in mol/kg body weight (higher means more acutely toxic).